Dataset: NCI-60 drug combinations with 297,098 pairs across 59 cell lines. Task: Regression. Given two drug SMILES strings and cell line genomic features, predict the synergy score measuring deviation from expected non-interaction effect. (1) Drug 2: C1=NC(=NC(=O)N1C2C(C(C(O2)CO)O)O)N. Drug 1: C1=CC(=CC=C1C#N)C(C2=CC=C(C=C2)C#N)N3C=NC=N3. Cell line: K-562. Synergy scores: CSS=41.7, Synergy_ZIP=12.6, Synergy_Bliss=16.0, Synergy_Loewe=-2.68, Synergy_HSA=3.24. (2) Drug 1: CCC1=C2CN3C(=CC4=C(C3=O)COC(=O)C4(CC)O)C2=NC5=C1C=C(C=C5)O. Drug 2: C#CCC(CC1=CN=C2C(=N1)C(=NC(=N2)N)N)C3=CC=C(C=C3)C(=O)NC(CCC(=O)O)C(=O)O. Cell line: KM12. Synergy scores: CSS=55.2, Synergy_ZIP=-2.41, Synergy_Bliss=-3.23, Synergy_Loewe=-0.410, Synergy_HSA=1.88. (3) Drug 1: CC12CCC3C(C1CCC2OP(=O)(O)O)CCC4=C3C=CC(=C4)OC(=O)N(CCCl)CCCl.[Na+]. Drug 2: COCCOC1=C(C=C2C(=C1)C(=NC=N2)NC3=CC=CC(=C3)C#C)OCCOC.Cl. Cell line: M14. Synergy scores: CSS=-15.9, Synergy_ZIP=12.7, Synergy_Bliss=17.1, Synergy_Loewe=-4.51, Synergy_HSA=-1.79. (4) Drug 1: C1CCC(C1)C(CC#N)N2C=C(C=N2)C3=C4C=CNC4=NC=N3. Drug 2: C1=CC=C(C(=C1)C(C2=CC=C(C=C2)Cl)C(Cl)Cl)Cl. Cell line: OVCAR3. Synergy scores: CSS=0.0660, Synergy_ZIP=2.21, Synergy_Bliss=3.73, Synergy_Loewe=-1.21, Synergy_HSA=-0.690. (5) Drug 2: CCN(CC)CCCC(C)NC1=C2C=C(C=CC2=NC3=C1C=CC(=C3)Cl)OC. Drug 1: CCN(CC)CCNC(=O)C1=C(NC(=C1C)C=C2C3=C(C=CC(=C3)F)NC2=O)C. Synergy scores: CSS=9.17, Synergy_ZIP=-2.62, Synergy_Bliss=-0.707, Synergy_Loewe=-8.72, Synergy_HSA=-0.279. Cell line: A549.